From a dataset of Peptide-MHC class II binding affinity with 134,281 pairs from IEDB. Regression. Given a peptide amino acid sequence and an MHC pseudo amino acid sequence, predict their binding affinity value. This is MHC class II binding data. (1) The binding affinity (normalized) is 0.390. The MHC is HLA-DQA10501-DQB10201 with pseudo-sequence HLA-DQA10501-DQB10201. The peptide sequence is PDTTCSEIEEFRDRA. (2) The peptide sequence is KLVLNIKYTRPGDSL. The MHC is HLA-DQA10501-DQB10301 with pseudo-sequence HLA-DQA10501-DQB10301. The binding affinity (normalized) is 0.580. (3) The peptide sequence is EKKYFNATQFEPLAA. The MHC is HLA-DPA10201-DPB11401 with pseudo-sequence HLA-DPA10201-DPB11401. The binding affinity (normalized) is 0.739.